Dataset: Catalyst prediction with 721,799 reactions and 888 catalyst types from USPTO. Task: Predict which catalyst facilitates the given reaction. (1) Reactant: [NH2:1][C:2]1[CH:3]=[N:4][C:5]2[N:14]([C:15]3[CH:20]=[CH:19][C:18]([F:21])=[CH:17][C:16]=3[F:22])[CH2:13][C:12]3[C:8]4=[C:9]([C:23](=[O:27])[N:24]([CH3:26])[CH:25]=[C:7]4[C:6]=2[CH:28]=1)[NH:10][CH:11]=3.[CH2:29]([S:31](Cl)(=[O:33])=[O:32])[CH3:30].C(N(CC)CC)C.C(O)(C(F)(F)F)=O. Product: [F:22][C:16]1[CH:17]=[C:18]([F:21])[CH:19]=[CH:20][C:15]=1[N:14]1[CH2:13][C:12]2[C:8]3=[C:9]([C:23](=[O:27])[N:24]([CH3:26])[CH:25]=[C:7]3[C:6]3[CH:28]=[C:2]([NH:1][S:31]([CH2:29][CH3:30])(=[O:33])=[O:32])[CH:3]=[N:4][C:5]1=3)[NH:10][CH:11]=2. The catalyst class is: 4. (2) Reactant: [NH2:1][C:2]1[CH:7]=[CH:6][C:5]([S:8]([F:13])([F:12])([F:11])([F:10])[F:9])=[CH:4][C:3]=1[N+:14]([O-:16])=[O:15].[CH3:17]N(C=O)C.IC. Product: [CH3:17][NH:1][C:2]1[CH:7]=[CH:6][C:5]([S:8]([F:11])([F:12])([F:13])([F:10])[F:9])=[CH:4][C:3]=1[N+:14]([O-:16])=[O:15]. The catalyst class is: 6. (3) Reactant: [CH:1]1[C:6]([CH:7]=[O:8])=[CH:5][C:4]2[O:9][CH2:10][O:11][C:3]=2[CH:2]=1.[CH2:12]1[O:20][C:19]2[C:14](=[CH:15][CH:16]=[C-:17][CH:18]=2)[O:13]1.[Mg+2].[Br-]. Product: [CH2:10]1[O:11][C:3]2[CH:2]=[CH:1][C:6]([CH:7]([C:17]3[CH:16]=[CH:15][C:14]4[O:13][CH2:12][O:20][C:19]=4[CH:18]=3)[OH:8])=[CH:5][C:4]=2[O:9]1. The catalyst class is: 4.